From a dataset of Caco-2 cell permeability data measuring drug intestinal absorption for ~900 compounds. Regression/Classification. Given a drug SMILES string, predict its absorption, distribution, metabolism, or excretion properties. Task type varies by dataset: regression for continuous measurements (e.g., permeability, clearance, half-life) or binary classification for categorical outcomes (e.g., BBB penetration, CYP inhibition). For this dataset (caco2_wang), we predict Y. (1) The molecule is COc1ccc(CC2c3cc(OC)c(OC)cc3CCN2C)cc1OC. The Y is -4.55 log Papp (cm/s). (2) The drug is CC(C(=O)O)c1ccc2c(c1)N(CCCN1CCCN(c3cc(=O)n(C)c(=O)n3C)CC1)c1ccccc1S2. The Y is -5.16 log Papp (cm/s). (3) The Y is -5.12 log Papp (cm/s). The compound is CC(=O)NCC1CN(c2ccc(C(C)=O)cc2)S(=O)N1C. (4) The molecule is CCCCCCCCCCCCc1ccc(S(=O)(=O)Nc2nncs2)cc1. The Y is -5.32 log Papp (cm/s). (5) The molecule is CC/C=C(\C(=O)N[C@@H]1C(=O)N2C(C(=O)OCOC(=O)C(C)(C)C)=C(COC(N)=O)CS[C@H]12)c1csc(N)n1.Cl.O. The Y is -5.11 log Papp (cm/s).